This data is from Full USPTO retrosynthesis dataset with 1.9M reactions from patents (1976-2016). The task is: Predict the reactants needed to synthesize the given product. (1) Given the product [F:3][C:4]1[C:9]([C:10]2[N:14]([S:45]([C:42]3[CH:43]=[CH:44][S:40][CH:41]=3)(=[O:47])=[O:46])[CH:13]=[C:12]([CH2:15][N:16]([CH3:24])[C:17](=[O:23])[O:18][C:19]([CH3:20])([CH3:21])[CH3:22])[CH:11]=2)=[CH:8][CH:7]=[CH:6][N:5]=1, predict the reactants needed to synthesize it. The reactants are: [H-].[Na+].[F:3][C:4]1[C:9]([C:10]2[NH:14][CH:13]=[C:12]([CH2:15][N:16]([CH3:24])[C:17](=[O:23])[O:18][C:19]([CH3:22])([CH3:21])[CH3:20])[CH:11]=2)=[CH:8][CH:7]=[CH:6][N:5]=1.C1OCCOCCOCCOCCOC1.[S:40]1[CH:44]=[CH:43][C:42]([S:45](Cl)(=[O:47])=[O:46])=[CH:41]1. (2) Given the product [ClH:30].[Cl:30][C:24]1[CH:25]=[C:26]([F:29])[CH:27]=[CH:28][C:23]=1[C:22]([NH:21][C:17]1[CH:18]=[CH:19][CH:20]=[C:15]([NH:14][C@@H:11]2[CH2:12][CH2:13][NH:8][C@H:9]([CH3:32])[CH2:10]2)[CH:16]=1)=[O:31], predict the reactants needed to synthesize it. The reactants are: C(OC([N:8]1[CH2:13][CH2:12][C@@H:11]([NH:14][C:15]2[CH:20]=[CH:19][CH:18]=[C:17]([NH:21][C:22](=[O:31])[C:23]3[CH:28]=[CH:27][C:26]([F:29])=[CH:25][C:24]=3[Cl:30])[CH:16]=2)[CH2:10][C@H:9]1[CH3:32])=O)(C)(C)C.C1(C)C=CC(S(Cl)(=O)=O)=CC=1.[Cl-].[NH4+]. (3) Given the product [NH2:8][CH2:9][CH2:10][CH2:11][NH:12][C:13]([C:15]1[CH:16]=[C:17]([C:21]([OH:45])([C:39]2[CH:44]=[CH:43][CH:42]=[CH:41][CH:40]=2)[C:22]([O:24][CH2:25][CH:26]2[CH2:27][CH2:28][N:29]([CH2:32][C:33]3[CH:38]=[CH:37][CH:36]=[CH:35][CH:34]=3)[CH2:30][CH2:31]2)=[O:23])[CH:18]=[CH:19][CH:20]=1)=[O:14], predict the reactants needed to synthesize it. The reactants are: C(OC([NH:8][CH2:9][CH2:10][CH2:11][NH:12][C:13]([C:15]1[CH:16]=[C:17]([C:21]([OH:45])([C:39]2[CH:44]=[CH:43][CH:42]=[CH:41][CH:40]=2)[C:22]([O:24][CH2:25][CH:26]2[CH2:31][CH2:30][N:29]([CH2:32][C:33]3[CH:38]=[CH:37][CH:36]=[CH:35][CH:34]=3)[CH2:28][CH2:27]2)=[O:23])[CH:18]=[CH:19][CH:20]=1)=[O:14])=O)(C)(C)C.O1CCOCC1.Cl. (4) Given the product [CH2:1]([O:8][CH:9]1[CH2:18][CH2:17][C:16]2[CH:15]=[C:14]([C@H:19]3[CH2:28][CH2:27][C@@:21]4([NH:25][C:24](=[O:26])[O:23][CH2:22]4)[CH2:20]3)[CH:13]=[CH:12][C:11]=2[CH2:10]1)[CH2:2][CH2:3][CH2:4][CH3:5], predict the reactants needed to synthesize it. The reactants are: [CH2:1]([O:8][C:9]1[CH2:18][CH2:17][C:16]2[CH:15]=[C:14]([C@H:19]3[CH2:28][CH2:27][C@@:21]4([NH:25][C:24](=[O:26])[O:23][CH2:22]4)[CH2:20]3)[CH:13]=[CH:12][C:11]=2[CH:10]=1)[CH2:2][CH2:3][CH2:4][CH2:5]CC.